Dataset: Experimentally validated miRNA-target interactions with 360,000+ pairs, plus equal number of negative samples. Task: Binary Classification. Given a miRNA mature sequence and a target amino acid sequence, predict their likelihood of interaction. The miRNA is mmu-miR-5125 with sequence UCUGCCUGGGAUUUCCUUGU. The protein sequence of the target gene is MAASMAESCRASLYLARSVRMARPRLAAFASDACRVCTGPSRFQSTGPSEPGGFKPPPKPVIVDRRRVPEDERRFLSPEFIPPRGRTNPLKFKIERKDMLDRRKVLPIPEFYVGSILRVTTADPYASGKTSQFLGICIKRSGNGLGATFTLRNTIEGQGVEICFELYNPRIQEIQVVKLEKRLDDNLLYLRDALPEYSTFDVNMKPVPQEACQEVPVNKLKVKMKPKPWSKRWERPNFNIKGIRFDLALTEEQMKEAQKWNKPWIEFDMMREYDTSKIEAALWEEIEASKKS. Result: 1 (interaction).